Dataset: Reaction yield outcomes from USPTO patents with 853,638 reactions. Task: Predict the reaction yield, written as a fraction of the theoretical maximum amount of product (1.0 means a 100% yield; for example, 0.34 means a 34% yield). (1) The reactants are [CH2:1]([CH:3]1[O:5][CH2:4]1)Cl.[CH3:6][O:7][C:8]1[CH:13]=[CH:12][CH:11]=[CH:10][C:9]=1[OH:14].O1CCOCC1.[OH-].[Na+]. The catalyst is O.CCOCC. The product is [CH3:6][O:7][C:8]1[CH:13]=[CH:12][CH:11]=[CH:10][C:9]=1[O:14][CH2:1][CH:3]1[CH2:4][O:5]1. The yield is 0.430. (2) The reactants are Cl[C:2]1[N:7]2[N:8]=[CH:9][CH:10]=[C:6]2[N:5]=[C:4]([NH:11][C:12](=[O:23])[C:13]2[CH:18]=[CH:17][C:16]([C:19]([OH:22])([CH3:21])[CH3:20])=[CH:15][CH:14]=2)[CH:3]=1.[NH:24]1[CH2:27][CH:26]([OH:28])[CH2:25]1. The catalyst is CN1C(=O)CCC1.CS(C)=O.CO. The product is [OH:28][CH:26]1[CH2:27][N:24]([C:2]2[N:7]3[N:8]=[CH:9][CH:10]=[C:6]3[N:5]=[C:4]([NH:11][C:12](=[O:23])[C:13]3[CH:18]=[CH:17][C:16]([C:19]([OH:22])([CH3:21])[CH3:20])=[CH:15][CH:14]=3)[CH:3]=2)[CH2:25]1. The yield is 0.320. (3) The reactants are [CH3:1][C:2]1[N:7]=[C:6]([C:8]2[NH:12][C:11]([CH2:13][C:14]3[CH:15]=[C:16]([CH:19]=[CH:20][CH:21]=3)[C:17]#[N:18])=[N:10][C:9]=2[C:22]2[CH:23]=[C:24]3[C:29](=[CH:30][CH:31]=2)[N:28]=[CH:27][CH:26]=[CH:25]3)[CH:5]=[CH:4][CH:3]=1.[OH-:32].[Na+].OO.Cl. The catalyst is C(O)C.O. The product is [CH3:1][C:2]1[N:7]=[C:6]([C:8]2[NH:12][C:11]([CH2:13][C:14]3[CH:15]=[C:16]([CH:19]=[CH:20][CH:21]=3)[C:17]([NH2:18])=[O:32])=[N:10][C:9]=2[C:22]2[CH:23]=[C:24]3[C:29](=[CH:30][CH:31]=2)[N:28]=[CH:27][CH:26]=[CH:25]3)[CH:5]=[CH:4][CH:3]=1. The yield is 0.500. (4) The reactants are FC(F)(F)C1C=CC(C2C=CC=C(COC3C=CC(C4(CC(OCC)=O)COC4)=CC=3)C=2)=CC=1.[F:35][C:36]1[CH:37]=[C:38]([C:43]2([CH2:47][C:48]([O:50][CH2:51][CH3:52])=[O:49])[CH2:46][O:45][CH2:44]2)[CH:39]=[CH:40][C:41]=1[OH:42].OC1C=CC(C2(CC(OCC)=O)COC2)=CC=1.Br[CH2:71][C:72]1[CH:73]=[C:74]2[C:79](=[CH:80][CH:81]=1)[C:78]([CH3:83])([CH3:82])[CH2:77][CH2:76][C:75]2([CH3:85])[CH3:84]. No catalyst specified. The product is [F:35][C:36]1[CH:37]=[C:38]([C:43]2([CH2:47][C:48]([O:50][CH2:51][CH3:52])=[O:49])[CH2:46][O:45][CH2:44]2)[CH:39]=[CH:40][C:41]=1[O:42][CH2:71][C:72]1[CH:81]=[CH:80][C:79]2[C:78]([CH3:83])([CH3:82])[CH2:77][CH2:76][C:75]([CH3:85])([CH3:84])[C:74]=2[CH:73]=1. The yield is 0.950. (5) The reactants are O.[OH-].[Li+].[Cl:4][C:5]1[CH:10]=[CH:9][C:8]([C:11](=[N:19][O:20][CH3:21])[CH2:12][CH2:13][C:14]([O:16]CC)=[O:15])=[CH:7][CH:6]=1. The catalyst is O.C1COCC1.C(O)C.CCOC(C)=O. The product is [Cl:4][C:5]1[CH:10]=[CH:9][C:8]([C:11](=[N:19][O:20][CH3:21])[CH2:12][CH2:13][C:14]([OH:16])=[O:15])=[CH:7][CH:6]=1. The yield is 0.691. (6) The reactants are [H-].[Al+3].[Li+].[H-].[H-].[H-].[CH2:7]([O:11][CH2:12][C:13]1[CH:20]=[CH:19][C:16]([C:17]#[N:18])=[CH:15][CH:14]=1)[CH2:8][CH2:9][CH3:10].N. The catalyst is O1CCCC1. The product is [CH2:7]([O:11][CH2:12][C:13]1[CH:14]=[CH:15][C:16]([CH2:17][NH2:18])=[CH:19][CH:20]=1)[CH2:8][CH2:9][CH3:10]. The yield is 1.01. (7) The reactants are [OH:1][C@H:2]([C:34]1[CH:39]=[CH:38][CH:37]=[CH:36][CH:35]=1)[CH2:3][NH:4][C:5]1[CH:10]=[CH:9][C:8]([CH2:11][CH2:12][NH:13][CH2:14][C@H:15]([OH:33])[C:16]2[CH:21]=[CH:20][C:19]([O:22][CH2:23][C:24]3[CH:29]=[CH:28][CH:27]=[CH:26][CH:25]=3)=[C:18]([NH:30][CH:31]=[O:32])[CH:17]=2)=[CH:7][CH:6]=1.[ClH:40].O1CCOCC1. The catalyst is CC(O)C. The product is [ClH:40].[OH:1][C@H:2]([C:34]1[CH:35]=[CH:36][CH:37]=[CH:38][CH:39]=1)[CH2:3][NH:4][C:5]1[CH:6]=[CH:7][C:8]([CH2:11][CH2:12][NH:13][CH2:14][C@H:15]([OH:33])[C:16]2[CH:21]=[CH:20][C:19]([O:22][CH2:23][C:24]3[CH:25]=[CH:26][CH:27]=[CH:28][CH:29]=3)=[C:18]([NH:30][CH:31]=[O:32])[CH:17]=2)=[CH:9][CH:10]=1. The yield is 0.690.